Predict which catalyst facilitates the given reaction. From a dataset of Catalyst prediction with 721,799 reactions and 888 catalyst types from USPTO. (1) Reactant: [NH2:1][C:2]1[S:3][C:4]2[CH:10]=[CH:9][CH:8]=[C:7]([Cl:11])[C:5]=2[N:6]=1.N1C=CC=CC=1.[CH3:18][C:19]1[S:23][C:22]([C:24](Cl)=[O:25])=[CH:21][CH:20]=1. Product: [Cl:11][C:7]1[C:5]2[N:6]=[C:2]([NH:1][C:24]([C:22]3[S:23][C:19]([CH3:18])=[CH:20][CH:21]=3)=[O:25])[S:3][C:4]=2[CH:10]=[CH:9][CH:8]=1. The catalyst class is: 4. (2) Reactant: [Br:1][C:2]1[C:3]([C:9]#[N:10])=[N:4][CH:5]=[C:6](F)[CH:7]=1.Cl.[NH2:12][C@@H:13]([C:18]([NH2:20])=[O:19])[CH2:14][CH:15]([CH3:17])[CH3:16].CCN(C(C)C)C(C)C.O. Product: [Br:1][C:2]1[CH:7]=[C:6]([NH:12][C@H:13]([CH2:14][CH:15]([CH3:17])[CH3:16])[C:18]([NH2:20])=[O:19])[CH:5]=[N:4][C:3]=1[C:9]#[N:10]. The catalyst class is: 197.